Dataset: Forward reaction prediction with 1.9M reactions from USPTO patents (1976-2016). Task: Predict the product of the given reaction. Given the reactants Cl[C:2]1[O:3][C:4]2[CH:10]=[CH:9][CH:8]=[CH:7][C:5]=2[N:6]=1.[CH:11]([CH:14]1[CH2:19][NH:18][CH2:17][CH2:16][NH:15]1)([CH3:13])[CH3:12], predict the reaction product. The product is: [CH:11]([CH:14]1[NH:15][CH2:16][CH2:17][N:18]([C:2]2[O:3][C:4]3[CH:10]=[CH:9][CH:8]=[CH:7][C:5]=3[N:6]=2)[CH2:19]1)([CH3:13])[CH3:12].